This data is from Forward reaction prediction with 1.9M reactions from USPTO patents (1976-2016). The task is: Predict the product of the given reaction. (1) Given the reactants [C:1]1([CH2:7][O:8][C:9]2[CH:10]=[C:11]([CH:17]=[CH:18][CH:19]=2)[C:12]([O:14]CC)=O)[CH:6]=[CH:5][CH:4]=[CH:3][CH:2]=1.[Cl:20][C:21]1[N:26]=[C:25]([CH3:27])[CH:24]=[CH:23][N:22]=1.[Li+].C[Si]([N-][Si](C)(C)C)(C)C, predict the reaction product. The product is: [Cl:20][C:21]1[N:26]=[C:25]([CH2:27][C:12]([C:11]2[CH:17]=[CH:18][CH:19]=[C:9]([O:8][CH2:7][C:1]3[CH:2]=[CH:3][CH:4]=[CH:5][CH:6]=3)[CH:10]=2)=[O:14])[CH:24]=[CH:23][N:22]=1. (2) Given the reactants [CH3:1][N:2]1[CH2:6][CH2:5][CH2:4][CH:3]1[C:7]1[CH:24]=[CH:23][C:10](/[CH:11]=[N:12]/[C:13]2[CH:21]=[CH:20][CH:19]=[C:18]3[C:14]=2[CH2:15][O:16][C:17]3=[O:22])=[CH:9][CH:8]=1.[F:25][C:26]1[CH:31]=[CH:30][C:29]([CH:32]=O)=[CH:28][CH:27]=1.[CH3:34][CH2:35][O-:36].[Na+], predict the reaction product. The product is: [F:25][C:26]1[CH:31]=[CH:30][C:29]([CH:32]2[C:35](=[O:36])[C:34]3[C:18]([C:17]([O:16][CH2:15][CH3:14])=[O:22])=[CH:19][CH:20]=[CH:21][C:13]=3[NH:12][CH:11]2[C:10]2[CH:23]=[CH:24][C:7]([CH:3]3[CH2:4][CH2:5][CH2:6][N:2]3[CH3:1])=[CH:8][CH:9]=2)=[CH:28][CH:27]=1. (3) Given the reactants F[C:2]1[C:7]([C:8]([OH:10])=O)=[CH:6][CH:5]=[C:4]([F:11])[N:3]=1.Cl.[F:13][C:14]1[CH:19]=[CH:18][C:17]([CH2:20][CH2:21][O:22][CH2:23][C:24]([NH2:26])=[NH:25])=[CH:16][CH:15]=1, predict the reaction product. The product is: [F:11][C:4]1[CH:5]=[CH:6][C:7]2[C:8](=[O:10])[NH:26][C:24]([CH2:23][O:22][CH2:21][CH2:20][C:17]3[CH:16]=[CH:15][C:14]([F:13])=[CH:19][CH:18]=3)=[N:25][C:2]=2[N:3]=1. (4) Given the reactants Br[C:2]1[CH:14]=[CH:13][C:12]([CH3:15])=[CH:11][C:3]=1[CH2:4][N:5]1[N:9]=[N:8][C:7]([CH3:10])=[N:6]1.C1(C)C=CC=CC=1P(C1C=CC=CC=1C)C1C=CC=CC=1C.[C:38]([O:42][CH2:43][CH3:44])(=[O:41])[CH:39]=[CH2:40].C(N(CC)CC)C, predict the reaction product. The product is: [CH3:15][C:12]1[CH:13]=[CH:14][C:2](/[CH:40]=[CH:39]/[C:38]([O:42][CH2:43][CH3:44])=[O:41])=[C:3]([CH2:4][N:5]2[N:9]=[N:8][C:7]([CH3:10])=[N:6]2)[CH:11]=1. (5) Given the reactants C[O:2][C:3](=[O:19])[C:4]1[CH:9]=[CH:8][CH:7]=[C:6]([CH2:10][O:11][C:12]2[CH:17]=[CH:16][C:15](I)=[CH:14][CH:13]=2)[CH:5]=1.C(=O)([O-])[O-].[K+].[K+].[O:26]([C:33]1[CH:38]=[CH:37][CH:36]=[CH:35][C:34]=1B(O)O)[C:27]1[CH:32]=[CH:31][CH:30]=[CH:29][CH:28]=1, predict the reaction product. The product is: [O:26]([C:33]1[CH:34]=[CH:35][CH:36]=[CH:37][C:38]=1[C:15]1[CH:16]=[CH:17][C:12]([O:11][CH2:10][C:6]2[CH:5]=[C:4]([CH:9]=[CH:8][CH:7]=2)[C:3]([OH:2])=[O:19])=[CH:13][CH:14]=1)[C:27]1[CH:32]=[CH:31][CH:30]=[CH:29][CH:28]=1. (6) Given the reactants [F:1][C:2]1[CH:7]=[CH:6][C:5]([C:8]2[C:16]3[C:11](=[CH:12][CH:13]=[C:14]([CH:17]([OH:25])[CH2:18][C:19]4[CH:24]=[CH:23][CH:22]=[CH:21][CH:20]=4)[CH:15]=3)[N:10]([CH:26]3[CH2:31][CH2:30][CH2:29][CH2:28][O:27]3)[N:9]=2)=[CH:4][CH:3]=1.[Cr](Cl)([O-])(=O)=O.[NH+]1C=CC=CC=1, predict the reaction product. The product is: [F:1][C:2]1[CH:7]=[CH:6][C:5]([C:8]2[C:16]3[C:11](=[CH:12][CH:13]=[C:14]([C:17](=[O:25])[CH2:18][C:19]4[CH:24]=[CH:23][CH:22]=[CH:21][CH:20]=4)[CH:15]=3)[N:10]([CH:26]3[CH2:31][CH2:30][CH2:29][CH2:28][O:27]3)[N:9]=2)=[CH:4][CH:3]=1. (7) Given the reactants [F:1][C:2]([F:17])([F:16])[CH2:3][O:4][C:5]1[CH:10]=[CH:9][N:8]=[CH:7][C:6]=1[C:11]1(O)[CH2:14][CH2:13][CH2:12]1.S(=O)(=O)(O)O.[H][H], predict the reaction product. The product is: [CH:11]1([C:6]2[CH:7]=[N:8][CH:9]=[CH:10][C:5]=2[O:4][CH2:3][C:2]([F:17])([F:1])[F:16])[CH2:12][CH2:13][CH2:14]1. (8) Given the reactants [Br:1][C:2]1[C:7](=[O:8])[N:6]2[CH:9]=[CH:10][CH:11]=[CH:12][C:5]2=[N:4][C:3]=1Cl.[CH:14]([NH2:17])([CH3:16])[CH3:15], predict the reaction product. The product is: [Br:1][C:2]1[C:7](=[O:8])[N:6]2[CH:9]=[CH:10][CH:11]=[CH:12][C:5]2=[N:4][C:3]=1[NH:17][CH:14]([CH3:16])[CH3:15]. (9) Given the reactants [CH3:1][O:2][C:3]1[CH:4]=[CH:5][C:6]([NH:11][C:12]2[C:13]3[N:14]([CH:27]=[CH:28][N:29]=3)[N:15]=[C:16]([C:18]3[CH:26]=[CH:25][C:21]([C:22](O)=[O:23])=[CH:20][CH:19]=3)[CH:17]=2)=[N:7][C:8]=1[O:9][CH3:10].Cl.[NH2:31][CH2:32][CH2:33][C:34]1[CH:39]=[CH:38][N:37]([CH3:40])[C:36](=[O:41])[CH:35]=1.CN1C=CN=C1.CCN=C=NCCCN(C)C, predict the reaction product. The product is: [CH3:1][O:2][C:3]1[CH:4]=[CH:5][C:6]([NH:11][C:12]2[C:13]3[N:14]([CH:27]=[CH:28][N:29]=3)[N:15]=[C:16]([C:18]3[CH:26]=[CH:25][C:21]([C:22]([NH:31][CH2:32][CH2:33][C:34]4[CH:39]=[CH:38][N:37]([CH3:40])[C:36](=[O:41])[CH:35]=4)=[O:23])=[CH:20][CH:19]=3)[CH:17]=2)=[N:7][C:8]=1[O:9][CH3:10].